This data is from Reaction yield outcomes from USPTO patents with 853,638 reactions. The task is: Predict the reaction yield, written as a fraction of the theoretical maximum amount of product (1.0 means a 100% yield; for example, 0.34 means a 34% yield). The reactants are C(OC([NH:8][CH2:9][C:10]1[C:11]([C:36]2[CH:41]=[CH:40][C:39]([CH3:42])=[CH:38][CH:37]=2)=[C:12]([CH2:21][O:22][C:23]2[C:31]3[C:26](=[CH:27][CH:28]=[CH:29][CH:30]=3)[NH:25][C:24]=2[C:32]([O:34][CH3:35])=[O:33])[C:13]([CH3:20])=[N:14][C:15]=1[CH2:16][CH:17]([CH3:19])[CH3:18])=O)(C)(C)C.C(=O)([O-])O.[Na+]. The catalyst is C(OC(=O)C)C.Cl. The product is [NH2:8][CH2:9][C:10]1[C:11]([C:36]2[CH:41]=[CH:40][C:39]([CH3:42])=[CH:38][CH:37]=2)=[C:12]([CH2:21][O:22][C:23]2[C:31]3[C:26](=[CH:27][CH:28]=[CH:29][CH:30]=3)[NH:25][C:24]=2[C:32]([O:34][CH3:35])=[O:33])[C:13]([CH3:20])=[N:14][C:15]=1[CH2:16][CH:17]([CH3:19])[CH3:18]. The yield is 0.750.